Dataset: Reaction yield outcomes from USPTO patents with 853,638 reactions. Task: Predict the reaction yield, written as a fraction of the theoretical maximum amount of product (1.0 means a 100% yield; for example, 0.34 means a 34% yield). (1) The reactants are [Cl:1][C:2]1[CH:3]=[C:4]([C:8](=O)[CH2:9][C:10]2[CH:15]=[CH:14][CH:13]=[CH:12][CH:11]=2)[CH:5]=[CH:6][CH:7]=1.[CH2:17]([O:19][C:20]1[CH:21]=[C:22]([CH:25]=[C:26]([N+:29]([O-:31])=[O:30])[C:27]=1[OH:28])[CH:23]=O)[CH3:18].[NH2:32][C:33]([NH2:35])=[O:34].Cl. The catalyst is CCO.CO.CCOC(C)=O. The product is [Cl:1][C:2]1[CH:3]=[C:4]([C:8]2[NH:35][C:33](=[O:34])[NH:32][CH:23]([C:22]3[CH:25]=[C:26]([N+:29]([O-:31])=[O:30])[C:27]([OH:28])=[C:20]([O:19][CH2:17][CH3:18])[CH:21]=3)[C:9]=2[C:10]2[CH:15]=[CH:14][CH:13]=[CH:12][CH:11]=2)[CH:5]=[CH:6][CH:7]=1. The yield is 0.0860. (2) The reactants are [CH3:1][O:2][C:3]1[C:8]2[O:9][CH2:10][CH2:11][O:12][C:7]=2[C:6]([C:13]2([CH:23]=[CH:24][C:25]([O:27][CH2:28][CH3:29])=[O:26])[CH2:22][CH2:21][C:16]3([O:20][CH2:19][CH2:18][O:17]3)[CH2:15][CH2:14]2)=[CH:5][CH:4]=1. The catalyst is C(O)C.[C].[Pd]. The product is [CH3:1][O:2][C:3]1[C:8]2[O:9][CH2:10][CH2:11][O:12][C:7]=2[C:6]([C:13]2([CH2:23][CH2:24][C:25]([O:27][CH2:28][CH3:29])=[O:26])[CH2:22][CH2:21][C:16]3([O:17][CH2:18][CH2:19][O:20]3)[CH2:15][CH2:14]2)=[CH:5][CH:4]=1. The yield is 0.930. (3) The reactants are C[Si]([N-][Si](C)(C)C)(C)C.[Na+].[Cl:11][C:12]1[CH:13]=[C:14]([N:29]2[CH:33]=[N:32][C:31]([C:34]([NH:36][CH2:37][CH2:38][C:39]([CH3:42])([CH3:41])[CH3:40])=[O:35])=[N:30]2)[CH:15]=[C:16]([Cl:28])[C:17]=1[O:18]CC1C=CC(OC)=CC=1.[CH2:43](Br)[C:44]1[CH:49]=[CH:48][CH:47]=[CH:46][CH:45]=1. The catalyst is CN(C=O)C. The product is [CH2:43]([N:36]([CH2:37][CH2:38][C:39]([CH3:40])([CH3:41])[CH3:42])[C:34]([C:31]1[N:32]=[CH:33][N:29]([C:14]2[CH:13]=[C:12]([Cl:11])[C:17]([OH:18])=[C:16]([Cl:28])[CH:15]=2)[N:30]=1)=[O:35])[C:44]1[CH:49]=[CH:48][CH:47]=[CH:46][CH:45]=1. The yield is 0.450. (4) The reactants are [C:1]([C:3]1[CH:4]=[C:5]([S:10]([NH:13][C:14]2[S:15][CH:16]=[CH:17][N:18]=2)(=[O:12])=[O:11])[CH:6]=[CH:7][C:8]=1F)#[N:2].[Cl:19][C:20]1[CH:21]=[C:22]([OH:28])[CH:23]=[CH:24][C:25]=1[C:26]#[N:27].C(=O)([O-])[O-].[K+].[K+]. The catalyst is CS(C)=O.CCOC(C)=O. The product is [Cl:19][C:20]1[CH:21]=[C:22]([CH:23]=[CH:24][C:25]=1[C:26]#[N:27])[O:28][C:8]1[CH:7]=[CH:6][C:5]([S:10]([NH:13][C:14]2[S:15][CH:16]=[CH:17][N:18]=2)(=[O:12])=[O:11])=[CH:4][C:3]=1[C:1]#[N:2]. The yield is 0.210. (5) The reactants are [CH2:1]([O:3][C:4](=[O:15])[CH2:5][C:6]1[CH:11]=[CH:10][C:9]([N+:12]([O-])=O)=[CH:8][CH:7]=1)[CH3:2]. The catalyst is CO.[Pd]. The product is [CH2:1]([O:3][C:4](=[O:15])[CH2:5][C:6]1[CH:7]=[CH:8][C:9]([NH2:12])=[CH:10][CH:11]=1)[CH3:2]. The yield is 0.960. (6) The reactants are Cl[C:2]1[N:7]=[C:6]([CH3:8])[C:5]([CH:9]([CH2:14][CH2:15][CH3:16])[C:10]([O:12][CH3:13])=[O:11])=[C:4]([C:17]2[CH:22]=[CH:21][C:20]([CH3:23])=[CH:19][CH:18]=2)[N:3]=1.[CH3:24][C:25]1[CH:26]=[CH:27][C:28]([S:31]([NH2:34])(=[O:33])=[O:32])=[CH:29][CH:30]=1.CC1(C)C2C(=C(P(C3C=CC=CC=3)C3C=CC=CC=3)C=CC=2)OC2C(P(C3C=CC=CC=3)C3C=CC=CC=3)=CC=CC1=2. The catalyst is O1CCOCC1.C([O-])(=O)C.[Pd+2].C([O-])(=O)C. The product is [CH3:8][C:6]1[C:5]([CH:9]([CH2:14][CH2:15][CH3:16])[C:10]([O:12][CH3:13])=[O:11])=[C:4]([C:17]2[CH:22]=[CH:21][C:20]([CH3:23])=[CH:19][CH:18]=2)[N:3]=[C:2]([NH:34][S:31]([C:28]2[CH:29]=[CH:30][C:25]([CH3:24])=[CH:26][CH:27]=2)(=[O:32])=[O:33])[N:7]=1. The yield is 0.220. (7) The reactants are [Cl:1][C:2]1[CH:3]=[C:4]([CH2:9][C:10]#[N:11])[CH:5]=[CH:6][C:7]=1[Cl:8].[NH4+].[OH-]. The catalyst is C(O)C.[Ni]. The product is [Cl:1][C:2]1[CH:3]=[C:4]([CH2:9][CH2:10][NH2:11])[CH:5]=[CH:6][C:7]=1[Cl:8]. The yield is 0.920.